From a dataset of Reaction yield outcomes from USPTO patents with 853,638 reactions. Predict the reaction yield, written as a fraction of the theoretical maximum amount of product (1.0 means a 100% yield; for example, 0.34 means a 34% yield). (1) The yield is 0.700. The reactants are C([O:8][C:9](=[O:25])[CH:10]([NH:17][C:18]([O:20][C:21]([CH3:24])([CH3:23])[CH3:22])=[O:19])[CH:11]([O:13][C:14](=[O:16])[CH3:15])[CH3:12])C1C=CC=CC=1. The catalyst is CCOC(C)=O.[Pd]. The product is [C:14]([O:13][C@H:11]([CH3:12])[C@H:10]([NH:17][C:18]([O:20][C:21]([CH3:24])([CH3:23])[CH3:22])=[O:19])[C:9]([OH:25])=[O:8])(=[O:16])[CH3:15]. (2) The product is [C:3]1([C:2](=[C:9]2[CH2:14][CH2:13][N:12]([C:15](=[O:31])[C:16]([C:18]3[C:26]4[C:21](=[C:22]([O:29][CH3:30])[N:23]=[CH:24][C:25]=4[O:27][CH3:28])[NH:20][CH:19]=3)=[O:17])[CH2:11][CH2:10]2)[C:37]#[C:36][Si:33]([CH3:35])([CH3:34])[CH3:32])[CH:8]=[CH:7][CH:6]=[CH:5][CH:4]=1. The yield is 0.390. The catalyst is N1CCCCC1.C1C=CC(C#N)=CC=1.C1C=CC(C#N)=CC=1.Cl[Pd]Cl.[Cu]I. The reactants are Br[C:2](=[C:9]1[CH2:14][CH2:13][N:12]([C:15](=[O:31])[C:16]([C:18]2[C:26]3[C:21](=[C:22]([O:29][CH3:30])[N:23]=[CH:24][C:25]=3[O:27][CH3:28])[NH:20][CH:19]=2)=[O:17])[CH2:11][CH2:10]1)[C:3]1[CH:8]=[CH:7][CH:6]=[CH:5][CH:4]=1.[CH3:32][Si:33]([C:36]#[CH:37])([CH3:35])[CH3:34]. (3) The reactants are [F:1][C:2]1[CH:11]=[C:10]2[C:5]([CH:6]=[CH:7][CH:8]=[N:9]2)=[CH:4][C:3]=1[C:12]#[N:13].N. The catalyst is [Ni].CO. The product is [F:1][C:2]1[CH:11]=[C:10]2[C:5]([CH:6]=[CH:7][CH:8]=[N:9]2)=[CH:4][C:3]=1[CH2:12][NH2:13]. The yield is 0.780. (4) The reactants are [F:1][C:2]1[CH:24]=[CH:23][C:5]([O:6][C:7]2[CH:8]=[C:9]3[C:13](=[CH:14][C:15]=2[C:16]([NH2:18])=[O:17])[N:12]([CH2:19][CH:20]([CH3:22])[CH3:21])[N:11]=[CH:10]3)=[CH:4][CH:3]=1.C(N1C=CN=C1)(N1C=CN=C1)=O.[CH2:37]([NH:44][CH2:45][CH2:46]N)[C:38]1[CH:43]=[CH:42][CH:41]=[CH:40][CH:39]=1. The catalyst is C1COCC1. The product is [CH2:37]([NH:44][CH2:45][CH2:46][NH:18][C:16]([C:15]1[CH:14]=[C:13]2[C:9]([CH:10]=[N:11][N:12]2[CH2:19][CH:20]([CH3:22])[CH3:21])=[CH:8][C:7]=1[O:6][C:5]1[CH:23]=[CH:24][C:2]([F:1])=[CH:3][CH:4]=1)=[O:17])[C:38]1[CH:43]=[CH:42][CH:41]=[CH:40][CH:39]=1. The yield is 1.00. (5) The reactants are C(C1N([CH2:14][C:15]2[CH:32]=[CH:31][C:18]3/[C:19](=[CH:28]/[C:29]#[N:30])/[C:20]4[CH:27]=[CH:26][CH:25]=[CH:24][C:21]=4[CH2:22][CH2:23][C:17]=3[CH:16]=2)C2=NC(C)=CC(C)=C2N=1)C.C(N(CC)CC)C.CS([Cl:44])(=O)=O.[Cl-].[Li+]. The catalyst is C1COCC1.C(OCC)(=O)C. The product is [Cl:44][CH2:14][C:15]1[CH:32]=[CH:31][C:18]2/[C:19](=[CH:28]/[C:29]#[N:30])/[C:20]3[CH:27]=[CH:26][CH:25]=[CH:24][C:21]=3[CH2:22][CH2:23][C:17]=2[CH:16]=1. The yield is 0.930.